Dataset: Catalyst prediction with 721,799 reactions and 888 catalyst types from USPTO. Task: Predict which catalyst facilitates the given reaction. (1) Reactant: [C:9](O[C:9]([O:11][C:12]([CH3:15])([CH3:14])[CH3:13])=[O:10])([O:11][C:12]([CH3:15])([CH3:14])[CH3:13])=[O:10].[NH:16]1[C:19]2([CH2:22][CH2:21][CH2:20]2)[CH2:18][C:17]1=[O:23].C(N(CC)CC)C. Product: [C:12]([O:11][C:9]([N:16]1[C:19]2([CH2:22][CH2:21][CH2:20]2)[CH2:18][C:17]1=[O:23])=[O:10])([CH3:13])([CH3:14])[CH3:15]. The catalyst class is: 4. (2) Reactant: [CH2:1]([O:3][C:4](=[O:12])[C:5]1[CH:10]=[CH:9][CH:8]=[C:7]([NH2:11])[CH:6]=1)[CH3:2].CCN(CC)CC.[Cl:20][C:21]1[CH:29]=[CH:28][CH:27]=[CH:26][C:22]=1[C:23](Cl)=[O:24]. Product: [CH2:1]([O:3][C:4](=[O:12])[C:5]1[CH:10]=[CH:9][CH:8]=[C:7]([NH:11][C:23](=[O:24])[C:22]2[CH:26]=[CH:27][CH:28]=[CH:29][C:21]=2[Cl:20])[CH:6]=1)[CH3:2]. The catalyst class is: 22.